Predict the product of the given reaction. From a dataset of Forward reaction prediction with 1.9M reactions from USPTO patents (1976-2016). (1) Given the reactants CS[CH2:3][CH2:4][NH:5][C:6](=[O:11])[C:7]([F:10])([F:9])[F:8].O[O:13][S:14]([O-:16])=O.[K+].OS([O-])(=O)=O.[K+].[CH3:24]O, predict the reaction product. The product is: [CH3:24][S:14]([CH2:3][CH2:4][NH:5][C:6](=[O:11])[C:7]([F:10])([F:9])[F:8])(=[O:16])=[O:13]. (2) Given the reactants [O:1]=[C:2]1[CH2:6][N:5]([C:7]([O:9][C:10]([CH3:13])([CH3:12])[CH3:11])=[O:8])[C@H:4]([CH:14]([CH3:16])[CH3:15])[CH2:3]1.[CH3:17][Mg]Br, predict the reaction product. The product is: [OH:1][C:2]1([CH3:17])[CH2:6][N:5]([C:7]([O:9][C:10]([CH3:11])([CH3:13])[CH3:12])=[O:8])[C@H:4]([CH:14]([CH3:16])[CH3:15])[CH2:3]1. (3) Given the reactants [CH2:1]([C:4]1[CH:13]=[CH:12][C:11]2[CH2:10][CH2:9][CH2:8][CH2:7][C:6]=2[C:5]=1[OH:14])[CH:2]=[CH2:3].C(=O)([O-])[O-].[K+].[K+].[CH2:21](Br)[C:22]1[CH:27]=[CH:26][CH:25]=[CH:24][CH:23]=1.C(OC1C2CCCC=2C=CC=1CC=C)C1C=CC=CC=1, predict the reaction product. The product is: [CH2:21]([O:14][C:5]1[C:6]2[CH2:7][CH2:8][CH2:9][CH2:10][C:11]=2[CH:12]=[CH:13][C:4]=1[CH2:1][CH:2]=[CH2:3])[C:22]1[CH:27]=[CH:26][CH:25]=[CH:24][CH:23]=1. (4) Given the reactants BrC1C=CC(C)=C([NH:8][C:9]([C:11]2[N:12]=[CH:13][N:14]3[C:19]=2C(=O)[N:17]2[CH:21]=[N:22][C:23]([C:24]([NH:26][C:27]4[CH:32]=[C:31]([Br:33])[CH:30]=[CH:29][C:28]=4[CH3:34])=[O:25])=[C:16]2[C:15]3=[O:35])=O)C=1.[CH2:37]1COCC1.CC1N=C(N)NC=1C, predict the reaction product. The product is: [Br:33][C:31]1[CH:30]=[CH:29][C:28]([CH3:34])=[C:27]([NH:26][C:24]([C:23]2[N:22]=[CH:21][NH:17][C:16]=2[C:15]([NH:14][C:13]2[NH:8][C:9]([CH3:37])=[C:11]([CH3:19])[N:12]=2)=[O:35])=[O:25])[CH:32]=1. (5) Given the reactants S(Cl)([Cl:3])=O.C(OC([N:12]1[CH2:17][CH2:16][CH2:15][CH:14]([NH:18][C:19]([C:21]2[CH:26]=[N:25][C:24]([C:27]3[CH:32]=[CH:31][C:30]([Cl:33])=[CH:29][CH:28]=3)=[C:23]([C:34]3[CH:39]=[CH:38][C:37]([Cl:40])=[CH:36][CH:35]=3)[N:22]=2)=[O:20])[CH2:13]1)=O)(C)(C)C, predict the reaction product. The product is: [ClH:3].[Cl:33][C:30]1[CH:31]=[CH:32][C:27]([C:24]2[N:25]=[CH:26][C:21]([C:19]([NH:18][CH:14]3[CH2:15][CH2:16][CH2:17][NH:12][CH2:13]3)=[O:20])=[N:22][C:23]=2[C:34]2[CH:35]=[CH:36][C:37]([Cl:40])=[CH:38][CH:39]=2)=[CH:28][CH:29]=1. (6) Given the reactants [CH2:1]([N:8]1[C:13](=[O:14])[C:12]2=[CH:15][CH:16]=[CH:17][N:11]2[N:10]=[C:9]1[CH2:18][CH2:19][CH3:20])[C:2]1[CH:7]=[CH:6][CH:5]=[CH:4][CH:3]=1.C[Si]([N-][Si](C)(C)C)(C)C.[K+].C1(S(N2C(C3C=CC=CC=3)O2)(=O)=[O:38])C=CC=CC=1, predict the reaction product. The product is: [CH2:1]([N:8]1[C:13](=[O:14])[C:12]2=[CH:15][CH:16]=[CH:17][N:11]2[N:10]=[C:9]1[CH:18]([OH:38])[CH2:19][CH3:20])[C:2]1[CH:3]=[CH:4][CH:5]=[CH:6][CH:7]=1. (7) Given the reactants [Cl:1]N1C(=O)CCC1=O.[Br:9][C:10]1[CH:18]=[C:17]2[C:13]([C:14]3([CH2:23][CH2:22][CH2:21][CH2:20]3)[C:15](=[O:19])[NH:16]2)=[CH:12][CH:11]=1.C(=O)([O-])O.[Na+], predict the reaction product. The product is: [Br:9][C:10]1[CH:18]=[C:17]2[C:13]([C:14]3([CH2:23][CH2:22][CH2:21][CH2:20]3)[C:15](=[O:19])[NH:16]2)=[CH:12][C:11]=1[Cl:1].